From a dataset of Full USPTO retrosynthesis dataset with 1.9M reactions from patents (1976-2016). Predict the reactants needed to synthesize the given product. The reactants are: [CH2:1]1[CH:6]2[CH2:7][C:8]3([NH2:11])[CH2:10][CH:4]([CH2:5]2)[CH2:3][CH:2]1[CH2:9]3.[CH3:12][C:13]1[S:14][C:15]([C:18]2[S:22][C:21]([CH:23]=O)=[CH:20][CH:19]=2)=[CH:16][N:17]=1. Given the product [CH3:12][C:13]1[S:14][C:15]([C:18]2[S:22][C:21]([CH2:23][NH:11][C:8]34[CH2:10][CH:4]5[CH2:5][CH:6]([CH2:1][CH:2]([CH2:3]5)[CH2:9]3)[CH2:7]4)=[CH:20][CH:19]=2)=[CH:16][N:17]=1, predict the reactants needed to synthesize it.